This data is from Experimentally validated miRNA-target interactions with 360,000+ pairs, plus equal number of negative samples. The task is: Binary Classification. Given a miRNA mature sequence and a target amino acid sequence, predict their likelihood of interaction. (1) The miRNA is mmu-miR-3094-5p with sequence UGUUGGGGACAUUUUUAAAGC. The protein sequence of the target gene is MLSRAACSTSRRLVPALSVLGSRQKHSLPDLPYDYGALEPHINAQIMQLHHSKHHAAYVNNLNVAEEKYREALEKGDVTAQIALQPALKFNGGGHINHSIFWTNLSPNGGGEPQGELLEAIKRDFGSFAKFKEKLTAVSVGVQGSGWGWLGFNKEQGRLQIAACSNQDPLQGTTGLIPLLGIDVWEHAYYLQYKNVRPDYLKAIWNVINWENVTARYTACSK. Result: 0 (no interaction). (2) Result: 0 (no interaction). The protein sequence of the target gene is MEGAKPTLQLVYQAVQALYHDPDPSGKERASFWLGELQRSVHAWEISDQLLQIRQDVESCYFAAQTMKMKIQTSFYELPTDSHASLRDSLLTHIQNLKDLSPVIVTQLALAIADLALQMPSWKGCVQTLVEKYSNDVTSLPFLLEILTVLPEEVHSRSLRIGANRRTEIIEDLAFYSSTVVSLLMTCVEKAGTDEKMLMKVFRCLGSWFNLGVLDSNFMANNKLLALLFEVLQQDKTSSNLHEAASDCVCSALYAIENVETNLPLAMQLFQGVLTLETAYHMAVAREDLDKVLNYCRIFT.... The miRNA is hsa-miR-2113 with sequence AUUUGUGCUUGGCUCUGUCAC. (3) The miRNA is hsa-miR-3928-3p with sequence GGAGGAACCUUGGAGCUUCGGC. The protein sequence of the target gene is MASQLQVFSPPSVSSSAFCSAKKLKIEPSGWDVSGQSSNDKYYTHSKTLPATQGQASSSHQVANFNLPAYDQGLLLPAPAVEHIVVTAADSSGSAATATFQSSQTLTHRSNVSLLEPYQKCGLKRKSEEVESNGSVQIIEEHPPLMLQNRTVVGAAATTTTVTTKSSSSSGEGDYQLVQHEILCSMTNSYEVLEFLGRGTFGQVAKCWKRSTKEIVAIKILKNHPSYARQGQIEVSILSRLSSENADEYNFVRSYECFQHKNHTCLVFEMLEQNLYDFLKQNKFSPLPLKYIRPILQQVA.... Result: 0 (no interaction). (4) The miRNA is hsa-miR-6845-5p with sequence CGGGGCCAGAGCAGAGAGC. The protein sequence of the target gene is MESGQPARRIAMAPLLEYERQLVLELLDTDGLVVCARGLGADRLLYHFLQLHCHPACLVLVLNTQPAEEEYFINQLKIEGVEHLPRRVTNEITSNSRYEVYTQGGVIFATSRILVVDFLTDRIPSDLITGILVYRAHRIIESCQEAFILRLFRQKNKRGFIKAFTDNAVAFDTGFCHVERVMRNLFVRKLYLWPRFHVAVNSFLEQHKPEVVEIHVSMTPTMLAIQTAILDILNACLKELKCHNPSLEVEDLSLENAIGKPFDKTIRHYLDPLWHQLGAKTKSLVQDLKILRTLLQYLSQ.... Result: 0 (no interaction). (5) The miRNA is mmu-miR-145a-5p with sequence GUCCAGUUUUCCCAGGAAUCCCU. The protein sequence of the target gene is MAAAIASSLIRQKRQAREREKSNACKCVSSPSKGKTSCDKNKLNVFSRVKLFGSKKRRRRRPEPQLKGIVTKLYSRQGYHLQLQADGTIDGTKDEDSTYTLFNLIPVGLRVVAIQGVQTKLYLAMNSEGYLYTSEHFTPECKFKESVFENYYVTYSSMIYRQQQSGRGWYLGLNKEGEIMKGNHVKKNKPAAHFLPKPLKVAMYKEPSLHDLTEFSRSGSGTPTKSRSVSGVLNGGKSMSHNEST. Result: 0 (no interaction). (6) The miRNA is hsa-miR-524-5p with sequence CUACAAAGGGAAGCACUUUCUC. The protein sequence of the target gene is MQAMEGEVLLPALYEEEEEEEEEEEEVEEEEEQVQKGGSVGSLSVNKHRGLSLTETELEELRAQVLQLVAELEETRELAGQHEDDSLELQGLLEDERLASAQQAEVFTKQIQQLQGELRSLREEISLLEHEKESELKEIEQELHLAQAEIQSLRQAAEDSATEHESDIASLQEDLCRMQNELEDMERIRGDYEMEIASLRAEMEMKSSEPSGSLGLSDYSGLQEELQELRERYHFLNEEYRALQESNSSLTGQLADLESERTQRATERWLQSQTLSMTSAESQTSEMDFLEPDPEMQLLR.... Result: 0 (no interaction). (7) The miRNA is mmu-miR-7085-3p with sequence UAGCUGGCCUCUCCCCACCUUC. The protein sequence of the target gene is MLRDTMKSWNDSQSDLCSTDQEEEEEMIFGENEDDLDEMMDLSDLPTSLFACSVHEAVFEAREQKERFEALFTIYDDQVTFQLFKSFRRVRINFSKPEAAARARIELHETDFNGQKLKLYFAQVQMSGEVRDKSYLLPPQPVKQFLISPPASPPVGWKQSEDAMPVINYDLLCAVSKLGPGEKYELHAGTESTPSVVVHVCESETEEEEETKNPKQKIAQTRRPDPPTAALNEPQTFDCAL. Result: 0 (no interaction). (8) The miRNA is mmu-miR-463-5p with sequence UACCUAAUUUGUUGUCCAUCAU. The protein sequence of the target gene is MPGFLVRILPLLLVLLLLGPTRGLRNATQRMFEIDYSRDSFLKDGQPFRYISGSIHYSRVPRFYWKDRLLKMKMAGLNAIQTYVPWNFHEPWPGQYQFSEDHDVEYFLRLAHELGLLVILRPGPYICAEWEMGGLPAWLLEKESILLRSSDPDYLAAVDKWLGVLLPKMKPLLYQNGGPVITVQVENEYGSYFACDFDYLRFLQKRFRHHLGDDVVLFTTDGAHKTFLKCGALQGLYTTVDFGTGSNITDAFLSQRKCEPKGPLINSEFYTGWLDHWGQPHSTIKTEAVASSLYDILARG.... Result: 0 (no interaction). (9) The miRNA is mmu-miR-9-5p with sequence UCUUUGGUUAUCUAGCUGUAUGA. The protein sequence of the target gene is MGEFNEKKATCGTVCLKYLLFTYNCCFWLAGLAVMAVGIWTLALKSDYISLLASSTYLATAYILVVAGVVVMVTGVLGCCATFKERRNLLRLYFILLLIIFLLEIIAGILAYVYYQQLNTELKENLKDTMVKRYHQSGHEGVSSAVDKLQQEFHCCGSNNSQDWQDSEWIRSGEADSRVVPDSCCKTMVAGCGKRDHASNIYKVEGGCITKLETFIQEHLRVIGAVGIGIACVQVFGMIFTCCLYRSLKLEHY. Result: 1 (interaction).